Dataset: Full USPTO retrosynthesis dataset with 1.9M reactions from patents (1976-2016). Task: Predict the reactants needed to synthesize the given product. The reactants are: Br[C:2]1[CH:7]=[CH:6][C:5]([C:8]([F:11])([F:10])[F:9])=[CH:4][C:3]=1[F:12].[C:13]([O:16][Na])(C)=[O:14].[CH3:18]CO. Given the product [F:12][C:3]1[CH:4]=[C:5]([C:8]([F:11])([F:10])[F:9])[CH:6]=[CH:7][C:2]=1[C:13]([O:16][CH3:18])=[O:14], predict the reactants needed to synthesize it.